The task is: Predict which catalyst facilitates the given reaction.. This data is from Catalyst prediction with 721,799 reactions and 888 catalyst types from USPTO. Reactant: Cl[C:2]1[C:3]2[S:11][CH:10]=[CH:9][C:4]=2[N:5]=[C:6]([CH3:8])[N:7]=1.[CH3:12][O:13][C:14]1[CH:19]=[CH:18][C:17]([NH:20][CH3:21])=[CH:16][CH:15]=1.CCN(CC)CC. Product: [CH3:12][O:13][C:14]1[CH:19]=[CH:18][C:17]([N:20]([CH3:21])[C:2]2[C:3]3[S:11][CH:10]=[CH:9][C:4]=3[N:5]=[C:6]([CH3:8])[N:7]=2)=[CH:16][CH:15]=1. The catalyst class is: 1.